Dataset: Retrosynthesis with 50K atom-mapped reactions and 10 reaction types from USPTO. Task: Predict the reactants needed to synthesize the given product. Given the product CCc1ccc(N(CCN2CCCCC2)C(=O)C2CCCc3c(OCc4ccccc4)cccc32)cc1, predict the reactants needed to synthesize it. The reactants are: CCc1ccc(NCCN2CCCCC2)cc1.O=C(O)C1CCCc2c(OCc3ccccc3)cccc21.